This data is from Catalyst prediction with 721,799 reactions and 888 catalyst types from USPTO. The task is: Predict which catalyst facilitates the given reaction. (1) Reactant: [F:1][C:2]1[CH:3]=[C:4]2[C:9](=[CH:10][C:11]=1[O:12][CH3:13])[N:8]=[C:7]([CH:14]=O)[CH:6]=[CH:5]2.[F:16][C:17]([F:41])([F:40])[C@H:18]([N:27]1[CH2:31][CH2:30][C@H:29]([NH:32][C:33](=[O:39])[O:34][C:35]([CH3:38])([CH3:37])[CH3:36])[CH2:28]1)[C:19]1[CH:20]=[N:21][C:22]([NH:25][NH2:26])=[CH:23][CH:24]=1. Product: [F:40][C:17]([F:16])([F:41])[C@H:18]([N:27]1[CH2:31][CH2:30][C@H:29]([NH:32][C:33](=[O:39])[O:34][C:35]([CH3:37])([CH3:38])[CH3:36])[CH2:28]1)[C:19]1[CH:20]=[N:21][C:22]([NH:25]/[N:26]=[CH:14]/[C:7]2[CH:6]=[CH:5][C:4]3[C:9](=[CH:10][C:11]([O:12][CH3:13])=[C:2]([F:1])[CH:3]=3)[N:8]=2)=[CH:23][CH:24]=1. The catalyst class is: 8. (2) Reactant: C(=O)([O-])[O-].[K+].[K+].[OH:7][C:8]1[CH:9]=[C:10]([CH:20]=[C:21]([O:23][CH:24]([CH3:26])[CH3:25])[CH:22]=1)[C:11]([NH:13][C:14]1[CH:18]=[CH:17][N:16]([CH3:19])[N:15]=1)=[O:12].[Cl:27][C:28]1[CH:29]=[C:30]([C:35]([N:37]2[CH2:40][CH2:39][CH2:38]2)=[O:36])[CH:31]=[CH:32][C:33]=1F. Product: [N:37]1([C:35]([C:30]2[CH:31]=[CH:32][C:33]([O:7][C:8]3[CH:9]=[C:10]([CH:20]=[C:21]([O:23][CH:24]([CH3:26])[CH3:25])[CH:22]=3)[C:11]([NH:13][C:14]3[CH:18]=[CH:17][N:16]([CH3:19])[N:15]=3)=[O:12])=[C:28]([Cl:27])[CH:29]=2)=[O:36])[CH2:40][CH2:39][CH2:38]1. The catalyst class is: 3. (3) Reactant: [CH3:1][O:2][C:3](=[O:24])[C:4]1[CH:9]=[C:8]([N+:10]([O-])=O)[C:7]([C:13]2[C:14]([F:20])=[N:15][CH:16]=[C:17]([CH3:19])[CH:18]=2)=[C:6]([N+:21]([O-])=O)[CH:5]=1. Product: [CH3:1][O:2][C:3](=[O:24])[C:4]1[CH:5]=[C:6]([NH2:21])[C:7]([C:13]2[C:14]([F:20])=[N:15][CH:16]=[C:17]([CH3:19])[CH:18]=2)=[C:8]([NH2:10])[CH:9]=1. The catalyst class is: 19. (4) Reactant: [NH2:1][C:2]1[CH:3]=[CH:4][C:5]([CH3:30])=[C:6]([NH:8][C:9]2[C:14]([C:15]3[CH:20]=[C:19]([NH:21][CH2:22][CH2:23][N:24]4[CH2:29][CH2:28][O:27][CH2:26][CH2:25]4)[N:18]=[CH:17][N:16]=3)=[CH:13][N:12]=[CH:11][N:10]=2)[CH:7]=1.[C:31]([C:35]1[CH:36]=[C:37]([C:41](O)=[O:42])[N:38]([CH3:40])[N:39]=1)([CH3:34])([CH3:33])[CH3:32].CN(C(ON1N=NC2C=CC=NC1=2)=[N+](C)C)C.F[P-](F)(F)(F)(F)F.C(N(C(C)C)CC)(C)C. Product: [CH3:30][C:5]1[CH:4]=[CH:3][C:2]([NH:1][C:41]([C:37]2[N:38]([CH3:40])[N:39]=[C:35]([C:31]([CH3:33])([CH3:32])[CH3:34])[CH:36]=2)=[O:42])=[CH:7][C:6]=1[NH:8][C:9]1[C:14]([C:15]2[CH:20]=[C:19]([NH:21][CH2:22][CH2:23][N:24]3[CH2:25][CH2:26][O:27][CH2:28][CH2:29]3)[N:18]=[CH:17][N:16]=2)=[CH:13][N:12]=[CH:11][N:10]=1. The catalyst class is: 3. (5) Reactant: [OH-].[Na+].[C:3]([C:8]1[CH:18]=[CH:17][C:11]([C:12]([O:14]CC)=[O:13])=[CH:10][CH:9]=1)#[C:4][CH2:5][CH2:6][CH3:7]. Product: [C:3]([C:8]1[CH:9]=[CH:10][C:11]([C:12]([OH:14])=[O:13])=[CH:17][CH:18]=1)#[C:4][CH2:5][CH2:6][CH3:7]. The catalyst class is: 24. (6) Reactant: [F:1][CH:2]([F:19])[C:3]1[CH:8]=[CH:7][N:6]=[C:5]([NH:9][C:10]2[CH:15]=[C:14]([CH3:16])[CH:13]=[C:12]([C:17]#[CH:18])[CH:11]=2)[N:4]=1.[N:20]([CH:23]([CH:25]1[O:29][C:28](=[O:30])[NH:27][CH2:26]1)[CH3:24])=[N+:21]=[N-:22].O=C1O[C@H]([C@H](CO)O)C([O-])=C1O.[Na+]. Product: [F:19][CH:2]([F:1])[C:3]1[CH:8]=[CH:7][N:6]=[C:5]([NH:9][C:10]2[CH:11]=[C:12]([C:17]3[N:22]=[N:21][N:20]([CH:23]([CH:25]4[O:29][C:28](=[O:30])[NH:27][CH2:26]4)[CH3:24])[CH:18]=3)[CH:13]=[C:14]([CH3:16])[CH:15]=2)[N:4]=1. The catalyst class is: 664. (7) Reactant: [CH3:1][N:2]([CH3:16])[C:3]1[NH:4][C:5]2[C:11]([Br:12])=[C:10]([Br:13])[C:9]([Br:14])=[C:8]([Br:15])[C:6]=2[N:7]=1.[ClH:17]. Product: [ClH:17].[CH3:1][N:2]([CH3:16])[C:3]1[NH:4][C:5]2[C:11]([Br:12])=[C:10]([Br:13])[C:9]([Br:14])=[C:8]([Br:15])[C:6]=2[N:7]=1. The catalyst class is: 14.